This data is from Forward reaction prediction with 1.9M reactions from USPTO patents (1976-2016). The task is: Predict the product of the given reaction. (1) Given the reactants [CH2:1]([O:3][C:4](=[O:16])/[CH:5]=[C:6]1\[CH2:7][CH2:8][O:9][C:10]2[C:15]\1=[CH:14][CH:13]=[CH:12][CH:11]=2)[CH3:2].C(OC(=O)/C=C1/CCOC2C/1=CC=CC=2)C, predict the reaction product. The product is: [CH2:1]([O:3][C:4](=[O:16])[CH2:5][CH:6]1[C:15]2[C:10](=[CH:11][CH:12]=[CH:13][CH:14]=2)[O:9][CH2:8][CH2:7]1)[CH3:2]. (2) Given the reactants [NH2:1][C@@H:2]([CH2:5][S:6][CH2:7][C:8]1[CH:13]=[CH:12][C:11]([F:14])=[CH:10][CH:9]=1)[CH2:3][OH:4].C(N(CC)CC)C.[Si:22](Cl)([C:25]([CH3:28])([CH3:27])[CH3:26])([CH3:24])[CH3:23].O, predict the reaction product. The product is: [Si:22]([O:4][CH2:3][C@@H:2]([NH2:1])[CH2:5][S:6][CH2:7][C:8]1[CH:9]=[CH:10][C:11]([F:14])=[CH:12][CH:13]=1)([C:25]([CH3:28])([CH3:27])[CH3:26])([CH3:24])[CH3:23]. (3) Given the reactants [CH3:1][C:2]1[C:6]([C:7]([C:9]2[O:10][C:11]3[CH:17]=[CH:16][C:15]([CH2:18][C:19]([OH:21])=O)=[CH:14][C:12]=3[CH:13]=2)=[O:8])=[C:5]([CH3:22])[O:4][N:3]=1.[CH3:23][C:24]1[CH:29]=[C:28]([CH3:30])[CH:27]=[CH:26][C:25]=1[CH:31]([C:33]1[CH:38]=[CH:37][CH:36]=[CH:35][CH:34]=1)[NH2:32], predict the reaction product. The product is: [CH3:1][C:2]1[C:6]([C:7]([C:9]2[O:10][C:11]3[CH:17]=[CH:16][C:15]([CH2:18][C:19]([NH:32][CH:31]([C:25]4[CH:26]=[CH:27][C:28]([CH3:30])=[CH:29][C:24]=4[CH3:23])[C:33]4[CH:34]=[CH:35][CH:36]=[CH:37][CH:38]=4)=[O:21])=[CH:14][C:12]=3[CH:13]=2)=[O:8])=[C:5]([CH3:22])[O:4][N:3]=1. (4) The product is: [CH2:25]([N:32]1[CH:6]2[CH2:5][CH2:13][CH:11]1[CH2:10][C:3](=[O:4])[CH2:7]2)[C:26]1[CH:31]=[CH:30][CH:29]=[CH:28][CH:27]=1. Given the reactants CO[CH:3]1[CH2:7][CH2:6][CH:5](OC)[O:4]1.[CH3:10][C:11]([CH3:13])=O.C(O)=O.C(O)=O.C([O-])(=O)C.[Na+].[CH2:25]([NH2:32])[C:26]1[CH:31]=[CH:30][CH:29]=[CH:28][CH:27]=1, predict the reaction product. (5) Given the reactants [OH:1][CH2:2][CH:3]([CH2:5][OH:6])[OH:4].[C:7]([O:21][CH3:22])(=O)[CH2:8][CH2:9][CH2:10][CH2:11][CH2:12][CH2:13][CH2:14][CH2:15][CH2:16][CH2:17][CH2:18][CH3:19], predict the reaction product. The product is: [CH2:19]([O:1][CH2:2][CH:3]([CH2:5][OH:6])[OH:4])[CH2:18][CH2:17][CH2:16][CH2:15][CH2:14][CH2:13][CH2:12][CH2:11][CH2:10][CH2:9][CH2:8][CH3:7].[CH3:2][CH2:22][O:21][CH2:7][CH3:8]. (6) Given the reactants C([O:8][C:9](=[O:21])[C@H:10]([CH2:19][Br:20])[NH:11][C:12]([O:14][C:15]([CH3:18])([CH3:17])[CH3:16])=[O:13])C1C=CC=CC=1, predict the reaction product. The product is: [C:12]([NH:11][C@H:10]([C:9]([OH:21])=[O:8])[CH2:19][Br:20])([O:14][C:15]([CH3:18])([CH3:17])[CH3:16])=[O:13]. (7) The product is: [Br:1][C:2]1[CH:3]=[C:4]([C:9]23[CH2:16][CH:15]([O:17][CH:28]([CH3:30])[CH3:29])[CH2:14][CH:13]2[CH2:12][O:11][N:10]3[CH2:18][C:19]2[CH:20]=[CH:21][C:22]([O:25][CH3:26])=[CH:23][CH:24]=2)[CH:5]=[CH:6][C:7]=1[F:8]. Given the reactants [Br:1][C:2]1[CH:3]=[C:4]([C:9]23[CH2:16][CH:15]([OH:17])[CH2:14][CH:13]2[CH2:12][O:11][N:10]3[CH2:18][C:19]2[CH:24]=[CH:23][C:22]([O:25][CH3:26])=[CH:21][CH:20]=2)[CH:5]=[CH:6][C:7]=1[F:8].I[CH:28]([CH3:30])[CH3:29], predict the reaction product.